This data is from NCI-60 drug combinations with 297,098 pairs across 59 cell lines. The task is: Regression. Given two drug SMILES strings and cell line genomic features, predict the synergy score measuring deviation from expected non-interaction effect. (1) Drug 1: COC1=NC(=NC2=C1N=CN2C3C(C(C(O3)CO)O)O)N. Drug 2: CC1=C2C(C(=O)C3(C(CC4C(C3C(C(C2(C)C)(CC1OC(=O)C(C(C5=CC=CC=C5)NC(=O)OC(C)(C)C)O)O)OC(=O)C6=CC=CC=C6)(CO4)OC(=O)C)O)C)O. Cell line: CAKI-1. Synergy scores: CSS=-3.38, Synergy_ZIP=0.678, Synergy_Bliss=0.494, Synergy_Loewe=-3.52, Synergy_HSA=-3.26. (2) Drug 1: CC1=CC2C(CCC3(C2CCC3(C(=O)C)OC(=O)C)C)C4(C1=CC(=O)CC4)C. Synergy scores: CSS=26.4, Synergy_ZIP=-2.51, Synergy_Bliss=3.96, Synergy_Loewe=5.10, Synergy_HSA=5.49. Cell line: A498. Drug 2: CC1=C2C(C(=O)C3(C(CC4C(C3C(C(C2(C)C)(CC1OC(=O)C(C(C5=CC=CC=C5)NC(=O)OC(C)(C)C)O)O)OC(=O)C6=CC=CC=C6)(CO4)OC(=O)C)O)C)O. (3) Drug 1: CC(C1=C(C=CC(=C1Cl)F)Cl)OC2=C(N=CC(=C2)C3=CN(N=C3)C4CCNCC4)N. Drug 2: C#CCC(CC1=CN=C2C(=N1)C(=NC(=N2)N)N)C3=CC=C(C=C3)C(=O)NC(CCC(=O)O)C(=O)O. Cell line: OVCAR-4. Synergy scores: CSS=1.53, Synergy_ZIP=0.914, Synergy_Bliss=1.27, Synergy_Loewe=-0.0244, Synergy_HSA=-0.00228.